This data is from Peptide-MHC class II binding affinity with 134,281 pairs from IEDB. The task is: Regression. Given a peptide amino acid sequence and an MHC pseudo amino acid sequence, predict their binding affinity value. This is MHC class II binding data. (1) The peptide sequence is FVNTLVASSGSYAAT. The MHC is DRB4_0101 with pseudo-sequence DRB4_0103. The binding affinity (normalized) is 0.186. (2) The peptide sequence is HHVARELHPEYFKNC. The MHC is DRB1_0101 with pseudo-sequence DRB1_0101. The binding affinity (normalized) is 0.